From a dataset of Retrosynthesis with 50K atom-mapped reactions and 10 reaction types from USPTO. Predict the reactants needed to synthesize the given product. Given the product CCN(CC)c1ncc(C(=O)NC(CC)(CC)C(=O)OC)nc1OC(C)C, predict the reactants needed to synthesize it. The reactants are: CCC(N)(CC)C(=O)OC.CCN(CC)c1ncc(C(=O)O)nc1OC(C)C.